Dataset: Catalyst prediction with 721,799 reactions and 888 catalyst types from USPTO. Task: Predict which catalyst facilitates the given reaction. (1) Reactant: [CH:1]1([CH:7](O)[CH3:8])[CH2:6][CH2:5][CH2:4][CH2:3][CH2:2]1.C1(P(C2C=CC=CC=2)C2C=CC=CC=2)C=CC=CC=1.[C:29]1(=[O:39])[NH:33][C:32](=[O:34])[C:31]2=[CH:35][CH:36]=[CH:37][CH:38]=[C:30]12.N(C(OC(C)C)=O)=NC(OC(C)C)=O. Product: [CH:1]1([CH2:7][CH2:8][N:33]2[C:29](=[O:39])[C:30]3[C:31](=[CH:35][CH:36]=[CH:37][CH:38]=3)[C:32]2=[O:34])[CH2:6][CH2:5][CH2:4][CH2:3][CH2:2]1. The catalyst class is: 7. (2) The catalyst class is: 52. Product: [Br:20][C:14]1[CH:13]=[CH:12][C:11]([N:10]2[CH:3]=[CH:7][CH:6]=[CH:5]2)=[CH:19][C:15]=1[C:16]([OH:18])=[O:17]. Reactant: CO[C:3]1(OC)[CH2:7][CH2:6][CH2:5]O1.[NH2:10][C:11]1[CH:12]=[CH:13][C:14]([Br:20])=[C:15]([CH:19]=1)[C:16]([OH:18])=[O:17].